From a dataset of Catalyst prediction with 721,799 reactions and 888 catalyst types from USPTO. Predict which catalyst facilitates the given reaction. (1) Reactant: C[O:2][CH:3](OC)[C:4]1[C:9]([CH3:10])=[CH:8][N:7]=[C:6]([O:11][CH2:12][CH2:13][CH2:14][CH2:15][CH:16]2[CH2:21][CH2:20][N:19]([CH3:22])[CH2:18][CH2:17]2)[CH:5]=1.Cl. Product: [CH3:10][C:9]1[C:4]([CH:3]=[O:2])=[CH:5][C:6]([O:11][CH2:12][CH2:13][CH2:14][CH2:15][CH:16]2[CH2:17][CH2:18][N:19]([CH3:22])[CH2:20][CH2:21]2)=[N:7][CH:8]=1. The catalyst class is: 1. (2) Reactant: N1C=CN=C1.[C:6]([Si:10](Cl)([C:17]1[CH:22]=[CH:21][CH:20]=[CH:19][CH:18]=1)[C:11]1[CH:16]=[CH:15][CH:14]=[CH:13][CH:12]=1)([CH3:9])([CH3:8])[CH3:7].[NH:24]1[C:32]2[C:27](=[CH:28][CH:29]=[C:30]([OH:33])[CH:31]=2)[CH:26]=[N:25]1.O. Product: [O:33]([C:30]1[CH:31]=[C:32]2[C:27]([CH:26]=[N:25][NH:24]2)=[CH:28][CH:29]=1)[Si:10]([C:6]([CH3:9])([CH3:8])[CH3:7])([C:17]1[CH:22]=[CH:21][CH:20]=[CH:19][CH:18]=1)[C:11]1[CH:16]=[CH:15][CH:14]=[CH:13][CH:12]=1. The catalyst class is: 9. (3) Reactant: [Br:1][C:2]1[CH:7]=[CH:6][C:5]([OH:8])=[CH:4][C:3]=1[CH3:9].C(=O)([O-])[O-].[Cs+].[Cs+].Br[CH2:17][CH2:18][CH2:19][O:20][CH2:21][C:22]1[CH:27]=[CH:26][CH:25]=[CH:24][CH:23]=1.[I-].[Na+]. Product: [CH2:21]([O:20][CH2:19][CH2:18][CH2:17][O:8][C:5]1[CH:6]=[CH:7][C:2]([Br:1])=[C:3]([CH3:9])[CH:4]=1)[C:22]1[CH:27]=[CH:26][CH:25]=[CH:24][CH:23]=1. The catalyst class is: 35. (4) The catalyst class is: 19. Reactant: [CH3:1][N:2]1[CH2:7][CH2:6][N:5]([CH2:8][C:9]#[C:10][C:11]2[CH:16]=[CH:15][C:14]([N+:17]([O-])=O)=[CH:13][CH:12]=2)[CH2:4][CH2:3]1. Product: [CH3:1][N:2]1[CH2:7][CH2:6][N:5]([CH2:8][CH2:9][CH2:10][C:11]2[CH:12]=[CH:13][C:14]([NH2:17])=[CH:15][CH:16]=2)[CH2:4][CH2:3]1. (5) Reactant: [NH2:1][C:2]1[CH:3]=[C:4]([C:9]([F:12])([F:11])[F:10])[CH:5]=[C:6](Br)[CH:7]=1.[CH3:13][C:14]1[N:15]=[CH:16][NH:17][CH:18]=1.C(=O)([O-])[O-].[K+].[K+].CN(C)C(=O)C. Product: [CH3:13][C:14]1[N:15]=[CH:16][N:17]([C:6]2[CH:7]=[C:2]([NH2:1])[CH:3]=[C:4]([C:9]([F:12])([F:10])[F:11])[CH:5]=2)[CH:18]=1. The catalyst class is: 13. (6) Reactant: [C:1]([C:3]1[C:4]([O:31][C@H:32]2[CH2:36][CH2:35][CH2:34][C@@H:33]2[C:37]2[N:41]([CH3:42])[N:40]=[CH:39][CH:38]=2)=[CH:5][C:6]([F:30])=[C:7]([S:9]([N:12](CC2C=CC(OC)=CC=2OC)[C:13]2[CH:18]=[CH:17][N:16]=[CH:15][N:14]=2)(=[O:11])=[O:10])[CH:8]=1)#[N:2].C([SiH](CC)CC)C.FC(F)(F)C(O)=O. Product: [C:1]([C:3]1[C:4]([O:31][C@H:32]2[CH2:36][CH2:35][CH2:34][C@@H:33]2[C:37]2[N:41]([CH3:42])[N:40]=[CH:39][CH:38]=2)=[CH:5][C:6]([F:30])=[C:7]([S:9]([NH:12][C:13]2[CH:18]=[CH:17][N:16]=[CH:15][N:14]=2)(=[O:10])=[O:11])[CH:8]=1)#[N:2]. The catalyst class is: 4. (7) Reactant: [S:1]1[CH:5]=[CH:4][CH:3]=[C:2]1[S:6]([NH:9][C:10]1[CH:11]=[CH:12][CH:13]=[C:14]2[C:18]=1[NH:17][C:16]([C:19]([OH:21])=O)=[CH:15]2)(=[O:8])=[O:7].[NH2:22][CH2:23][C:24]([CH3:27])([OH:26])[CH3:25].N1(O)C2C=CC=CC=2N=N1.Cl.CN(C)CCCN=C=NCC.C(O)(=O)CC(CC(O)=O)(C(O)=O)O. Product: [OH:26][C:24]([CH3:27])([CH3:25])[CH2:23][NH:22][C:19]([C:16]1[NH:17][C:18]2[C:14]([CH:15]=1)=[CH:13][CH:12]=[CH:11][C:10]=2[NH:9][S:6]([C:2]1[S:1][CH:5]=[CH:4][CH:3]=1)(=[O:7])=[O:8])=[O:21]. The catalyst class is: 145.